The task is: Predict the reactants needed to synthesize the given product.. This data is from Full USPTO retrosynthesis dataset with 1.9M reactions from patents (1976-2016). Given the product [CH2:1]([O:8][C:9]1[C:16]([O:17][CH3:18])=[CH:15][CH:14]=[CH:13][C:10]=1[CH2:11][C:21]#[N:22])[C:2]1[CH:7]=[CH:6][CH:5]=[CH:4][CH:3]=1, predict the reactants needed to synthesize it. The reactants are: [CH2:1]([O:8][C:9]1[C:16]([O:17][CH3:18])=[CH:15][CH:14]=[CH:13][C:10]=1[CH2:11]O)[C:2]1[CH:7]=[CH:6][CH:5]=[CH:4][CH:3]=1.CC(C)(O)[C:21]#[N:22].C1(P(C2C=CC=CC=2)C2C=CC=CC=2)C=CC=CC=1.N(C(OCC)=O)=NC(OCC)=O.